From a dataset of Reaction yield outcomes from USPTO patents with 853,638 reactions. Predict the reaction yield, written as a fraction of the theoretical maximum amount of product (1.0 means a 100% yield; for example, 0.34 means a 34% yield). (1) The reactants are [CH3:1][C:2]1[CH:6]=[C:5]([CH3:7])[NH:4][C:3]=1[C:8](=[C:12]1[C:20]2[C:15](=[CH:16][CH:17]=[CH:18][CH:19]=2)[NH:14][C:13]1=[O:21])[C:9](O)=[O:10].[CH3:22][O:23][C:24]1[CH:25]=[C:26]([CH:28]=[CH:29][C:30]=1[O:31][CH3:32])[NH2:27]. No catalyst specified. The product is [CH3:22][O:23][C:24]1[CH:25]=[C:26]([NH:27][C:9](=[O:10])[C:8]([C:3]2[NH:4][C:5]([CH3:7])=[CH:6][C:2]=2[CH3:1])=[C:12]2[C:20]3[C:15](=[CH:16][CH:17]=[CH:18][CH:19]=3)[NH:14][C:13]2=[O:21])[CH:28]=[CH:29][C:30]=1[O:31][CH3:32]. The yield is 0.370. (2) The reactants are [CH:1]([N:4]1[C:8]([C:9]2[N:10]=[C:11]3[C:17]4[CH:18]=[CH:19][C:20]([NH:22]C(=O)OC(C)(C)C)=[CH:21][C:16]=4[O:15][CH2:14][CH2:13][N:12]3[CH:30]=2)=[N:7][CH:6]=[N:5]1)([CH3:3])[CH3:2].FC(F)(F)C(O)=O. The catalyst is C(Cl)Cl. The product is [CH:1]([N:4]1[C:8]([C:9]2[N:10]=[C:11]3[C:17]4[CH:18]=[CH:19][C:20]([NH2:22])=[CH:21][C:16]=4[O:15][CH2:14][CH2:13][N:12]3[CH:30]=2)=[N:7][CH:6]=[N:5]1)([CH3:3])[CH3:2]. The yield is 0.320.